This data is from Forward reaction prediction with 1.9M reactions from USPTO patents (1976-2016). The task is: Predict the product of the given reaction. (1) Given the reactants [CH3:1][C:2]1([CH3:22])[C:10]2=[CH:11][C:12]3[NH:13][C:14]4[C:19]([C:20]=3[CH:21]=[C:9]2[C:8]2[C:3]1=[CH:4][CH:5]=[CH:6][CH:7]=2)=[CH:18][CH:17]=[CH:16][CH:15]=4.[H-].[Na+].[C:25]([C:29]1[CH:34]=[CH:33][C:32]([C:35]2[N:40]=[C:39]([C:41]3[CH:46]=[CH:45][C:44]([C:47]([CH3:50])([CH3:49])[CH3:48])=[CH:43][CH:42]=3)[N:38]=[C:37](Cl)[N:36]=2)=[CH:31][CH:30]=1)([CH3:28])([CH3:27])[CH3:26], predict the reaction product. The product is: [C:25]([C:29]1[CH:30]=[CH:31][C:32]([C:35]2[N:40]=[C:39]([C:41]3[CH:42]=[CH:43][C:44]([C:47]([CH3:50])([CH3:49])[CH3:48])=[CH:45][CH:46]=3)[N:38]=[C:37]([N:13]3[C:12]4[CH:11]=[C:10]5[C:2]([CH3:22])([CH3:1])[C:3]6[C:8]([C:9]5=[CH:21][C:20]=4[C:19]4[C:14]3=[CH:15][CH:16]=[CH:17][CH:18]=4)=[CH:7][CH:6]=[CH:5][CH:4]=6)[N:36]=2)=[CH:33][CH:34]=1)([CH3:28])([CH3:27])[CH3:26]. (2) Given the reactants [Cl:1][C:2]1[CH:11]=[C:10]([Cl:12])[C:9]2[C:4](=[CH:5][CH:6]=[CH:7][CH:8]=2)[N:3]=1.[NH:13]([CH3:15])[CH3:14].C([O-])(O)=O.[Na+], predict the reaction product. The product is: [Cl:1][C:2]1[CH:11]=[C:10]([N:13]([CH3:15])[CH3:14])[C:9]2[C:4](=[CH:5][CH:6]=[CH:7][CH:8]=2)[N:3]=1.[Cl:12][C:10]1[C:9]2[C:4](=[CH:5][CH:6]=[CH:7][CH:8]=2)[N:3]=[C:2]([N:13]([CH3:15])[CH3:14])[CH:11]=1. (3) The product is: [CH:54]([CH:25]([N:23]([CH3:24])[C:22]([CH:18]([NH:17][C:16](=[O:59])[CH:12]([NH:10][CH3:9])[CH:13]([CH3:15])[CH3:14])[CH:19]([CH3:21])[CH3:20])=[O:58])[CH:26]([O:52][CH3:53])[CH2:27][C:28]([N:30]1[CH2:34][CH2:33][CH2:32][CH:31]1[CH:35]([S:48]([CH3:51])(=[O:50])=[O:49])[CH2:36][C:37](=[O:47])[NH:38][CH2:39][CH2:40][C:41]1[CH:42]=[CH:43][CH:44]=[CH:45][CH:46]=1)=[O:29])([CH2:56][CH3:57])[CH3:55]. Given the reactants C(O[C:9](=O)[N:10]([CH:12]([C:16](=[O:59])[NH:17][CH:18]([C:22](=[O:58])[N:23]([CH:25]([CH:54]([CH2:56][CH3:57])[CH3:55])[CH:26]([O:52][CH3:53])[CH2:27][C:28]([N:30]1[CH2:34][CH2:33][CH2:32][CH:31]1[CH:35]([S:48]([CH3:51])(=[O:50])=[O:49])[CH2:36][C:37](=[O:47])[NH:38][CH2:39][CH2:40][C:41]1[CH:46]=[CH:45][CH:44]=[CH:43][CH:42]=1)=[O:29])[CH3:24])[CH:19]([CH3:21])[CH3:20])[CH:13]([CH3:15])[CH3:14])C)C1C=CC=CC=1.O, predict the reaction product.